This data is from Forward reaction prediction with 1.9M reactions from USPTO patents (1976-2016). The task is: Predict the product of the given reaction. The product is: [C:1]([O:5][C:6]([N:8]1[CH2:13][CH2:12][N:11]2[C:14]([CH2:18][CH3:19])=[N:15][C:16]([Cl:35])=[C:10]2[CH:9]1[CH2:20][CH2:21][C:22]1[CH:27]=[C:26]([F:28])[C:25]([C:29]([F:32])([F:31])[F:30])=[C:24]([F:33])[CH:23]=1)=[O:7])([CH3:4])([CH3:3])[CH3:2]. Given the reactants [C:1]([O:5][C:6]([N:8]1[CH2:13][CH2:12][N:11]2[C:14]([CH2:18][CH3:19])=[N:15][C:16](I)=[C:10]2[CH:9]1[CH2:20][CH2:21][C:22]1[CH:27]=[C:26]([F:28])[C:25]([C:29]([F:32])([F:31])[F:30])=[C:24]([F:33])[CH:23]=1)=[O:7])([CH3:4])([CH3:3])[CH3:2].C(Cl)[Cl:35].CO, predict the reaction product.